This data is from Catalyst prediction with 721,799 reactions and 888 catalyst types from USPTO. The task is: Predict which catalyst facilitates the given reaction. (1) Reactant: [NH2:1][CH2:2][C:3]([OH:5])=[O:4].[I:6][C:7]1[CH:15]=[CH:14][C:10]([C:11](Cl)=[O:12])=[CH:9][CH:8]=1.O.Cl. Product: [I:6][C:7]1[CH:15]=[CH:14][C:10]([C:11](=[O:12])[NH:1][CH2:2][C:3]([OH:5])=[O:4])=[CH:9][CH:8]=1. The catalyst class is: 74. (2) Reactant: [Br:1][C:2]1[CH:3]=[C:4]2[C:9](=[CH:10][CH:11]=1)[CH:8]=[C:7]([CH2:12][OH:13])[CH:6]=[CH:5]2.[Cr](Cl)([O-])(=O)=O.[NH+]1C=CC=CC=1.CCOCC. Product: [Br:1][C:2]1[CH:3]=[C:4]2[C:9](=[CH:10][CH:11]=1)[CH:8]=[C:7]([CH:12]=[O:13])[CH:6]=[CH:5]2. The catalyst class is: 2. (3) Reactant: Cl.[NH2:2][CH:3]1[CH2:7][N:6]([C:8]2[CH:13]=[CH:12][C:11](/[CH:14]=[CH:15]/[C:16]3[CH:21]=[CH:20][CH:19]=[C:18]([F:22])[CH:17]=3)=[CH:10][CH:9]=2)[C:5](=[O:23])[CH2:4]1.C(N(CC)CC)C.[C:31](Cl)(=[O:33])[CH3:32]. Product: [F:22][C:18]1[CH:17]=[C:16](/[CH:15]=[CH:14]/[C:11]2[CH:10]=[CH:9][C:8]([N:6]3[C:5](=[O:23])[CH2:4][CH:3]([NH:2][C:31](=[O:33])[CH3:32])[CH2:7]3)=[CH:13][CH:12]=2)[CH:21]=[CH:20][CH:19]=1. The catalyst class is: 4. (4) Reactant: B(Br)(Br)[Br:2].[C:5]1([CH:11](O)[CH2:12][CH2:13][CH2:14][CH2:15][OH:16])[CH:10]=[CH:9][CH:8]=[CH:7][CH:6]=1. Product: [Br:2][CH:11]([C:5]1[CH:10]=[CH:9][CH:8]=[CH:7][CH:6]=1)[CH2:12][CH2:13][CH2:14][CH2:15][OH:16]. The catalyst class is: 4. (5) Reactant: C(OC([N:11]1[CH2:16][CH2:15][N:14]([C:17]([C:19]2[CH:24]=[CH:23][CH:22]=[C:21]([O:25][CH3:26])[N:20]=2)=[O:18])[CH2:13][C:12]1([CH3:28])[CH3:27])=O)C1C=CC=CC=1. The catalyst class is: 43. Product: [CH3:27][C:12]1([CH3:28])[NH:11][CH2:16][CH2:15][N:14]([C:17]([C:19]2[CH:24]=[CH:23][CH:22]=[C:21]([O:25][CH3:26])[N:20]=2)=[O:18])[CH2:13]1. (6) Reactant: [NH2:1][C@H:2]1[CH2:7][C@H:6]2[C@H:4]([CH2:5]2)[C@H:3]1[N:8]1[C:16](=[O:17])[C:15]2[C:10](=[CH:11][CH:12]=[CH:13][CH:14]=2)[C:9]1=[O:18].[C:19](=O)([O:28][CH2:29][CH2:30][Si:31]([CH3:34])([CH3:33])[CH3:32])[O:20]N1C(=O)CCC1=O.C(N(CC)CC)C. Product: [O:18]=[C:9]1[C:10]2[C:15](=[CH:14][CH:13]=[CH:12][CH:11]=2)[C:16](=[O:17])[N:8]1[C@H:3]1[C@@H:2]([NH:1][C:19](=[O:20])[O:28][CH2:29][CH2:30][Si:31]([CH3:34])([CH3:33])[CH3:32])[CH2:7][C@H:6]2[C@@H:4]1[CH2:5]2. The catalyst class is: 708. (7) Reactant: C([O:3][CH2:4][CH2:5][CH2:6][N:7]1[C:12](=[O:13])[C:11]2[C:14]([CH2:19][CH2:20][CH:21]([CH3:23])[CH3:22])=[C:15](Br)[CH:16]=[N:17][C:10]=2[N:9]([CH3:24])[C:8]1=[O:25])=O.CC1(C)C(C)(C)OB([CH2:34][C:35]2[CH:40]=[CH:39][CH:38]=[C:37]([O:41][C:42]([F:45])([F:44])[F:43])[CH:36]=2)O1.[O-]P([O-])([O-])=O.[K+].[K+].[K+]. Product: [OH:3][CH2:4][CH2:5][CH2:6][N:7]1[C:12](=[O:13])[C:11]2[C:14]([CH2:19][CH2:20][CH:21]([CH3:23])[CH3:22])=[C:15]([CH2:34][C:35]3[CH:40]=[CH:39][CH:38]=[C:37]([O:41][C:42]([F:43])([F:44])[F:45])[CH:36]=3)[CH:16]=[N:17][C:10]=2[N:9]([CH3:24])[C:8]1=[O:25]. The catalyst class is: 75.